This data is from Full USPTO retrosynthesis dataset with 1.9M reactions from patents (1976-2016). The task is: Predict the reactants needed to synthesize the given product. (1) Given the product [NH2:7][CH:8]1[CH2:13][CH2:12][N:11]([CH2:14][CH2:15][N:16]2[C:25]3[C:20](=[CH:21][CH:22]=[CH:23][CH:24]=3)[C:19](=[O:26])[CH:18]=[CH:17]2)[CH2:10][CH2:9]1, predict the reactants needed to synthesize it. The reactants are: C(OC(=O)[NH:7][CH:8]1[CH2:13][CH2:12][N:11]([CH2:14][CH2:15][N:16]2[C:25]3[C:20](=[CH:21][CH:22]=[CH:23][CH:24]=3)[C:19](=[O:26])[CH:18]=[CH:17]2)[CH2:10][CH2:9]1)(C)(C)C.Cl.O1CCOCC1.NC1CCN(CCN2C3C(=CC=CC=3)C=CC2=O)CC1. (2) Given the product [CH:24]([NH:27][C:20]([C:17]1[S:16][C:15](/[CH:14]=[CH:13]/[C:12]2[C:8]([C:5]3[CH:4]=[CH:3][C:2]([F:1])=[CH:7][N:6]=3)=[N:9][O:10][C:11]=2[CH3:23])=[N:19][CH:18]=1)=[O:22])([CH3:26])[CH3:25], predict the reactants needed to synthesize it. The reactants are: [F:1][C:2]1[CH:3]=[CH:4][C:5]([C:8]2[C:12](/[CH:13]=[CH:14]/[C:15]3[S:16][C:17]([C:20]([OH:22])=O)=[CH:18][N:19]=3)=[C:11]([CH3:23])[O:10][N:9]=2)=[N:6][CH:7]=1.[CH:24]([NH2:27])([CH3:26])[CH3:25]. (3) Given the product [F:1][C:2]1[CH:7]=[CH:6][CH:5]=[CH:4][C:3]=1[C:8]1[N:13]=[CH:12][C:11]([NH:14][C:15](=[O:34])[C:16]2[CH:21]=[CH:20][C:19]([S:22]([CH3:23])(=[O:35])=[O:41])=[C:18]([NH:24][C:25](=[O:33])[CH2:26][N:27]3[CH2:32][CH2:31][O:30][CH2:29][CH2:28]3)[CH:17]=2)=[CH:10][CH:9]=1, predict the reactants needed to synthesize it. The reactants are: [F:1][C:2]1[CH:7]=[CH:6][CH:5]=[CH:4][C:3]=1[C:8]1[N:13]=[CH:12][C:11]([NH:14][C:15](=[O:34])[C:16]2[CH:21]=[CH:20][C:19]([S:22][CH3:23])=[C:18]([NH:24][C:25](=[O:33])[CH2:26][N:27]3[CH2:32][CH2:31][O:30][CH2:29][CH2:28]3)[CH:17]=2)=[CH:10][CH:9]=1.[OH:35]OS([O-])=O.[K+].[OH2:41]. (4) Given the product [Cl:1][C:2]1[CH:7]=[CH:6][C:5]([C:8]([C:10]2[N:11]([CH3:22])[C:12]([S:15]([CH2:16][CH2:17][CH2:18][N:19]([CH3:21])[CH3:20])=[O:23])=[N:13][CH:14]=2)=[O:9])=[CH:4][CH:3]=1, predict the reactants needed to synthesize it. The reactants are: [Cl:1][C:2]1[CH:7]=[CH:6][C:5]([C:8]([C:10]2[N:11]([CH3:22])[C:12]([S:15][CH2:16][CH2:17][CH2:18][N:19]([CH3:21])[CH3:20])=[N:13][CH:14]=2)=[O:9])=[CH:4][CH:3]=1.[OH:23]O.O.[OH-].[Na+]. (5) Given the product [CH3:14][N:9]1[C:10]([C:11](=[O:13])[NH:29][CH2:28][CH2:27][C:19]2[N:18]([CH3:17])[C:22]3[CH:23]=[CH:24][CH:25]=[CH:26][C:21]=3[N:20]=2)=[C:6]([C:4]([O:3][CH2:1][CH3:2])=[O:5])[CH:7]=[N:8]1, predict the reactants needed to synthesize it. The reactants are: [CH2:1]([O:3][C:4]([C:6]1[CH:7]=[N:8][N:9]([CH3:14])[C:10]=1[C:11]([OH:13])=O)=[O:5])[CH3:2].Cl.Cl.[CH3:17][N:18]1[C:22]2[CH:23]=[CH:24][CH:25]=[CH:26][C:21]=2[N:20]=[C:19]1[CH2:27][CH2:28][NH2:29]. (6) Given the product [Cl:1][C:2]1[CH:8]=[C:7]([Cl:9])[CH:6]=[C:5]([F:10])[C:3]=1[N:4]=[C:16]=[S:17], predict the reactants needed to synthesize it. The reactants are: [Cl:1][C:2]1[CH:8]=[C:7]([Cl:9])[CH:6]=[C:5]([F:10])[C:3]=1[NH2:4].CN(C=O)C.[C:16](Cl)(Cl)=[S:17]. (7) Given the product [C:29]([O:28][C:27](=[O:33])[NH:26][C@@H:21]([CH2:22][CH:23]([CH3:24])[CH3:25])[CH2:20][O:19][C:2]1[CH:3]=[CH:4][C:5]2[C:15]3[C:10](=[CH:11][N:12]=[CH:13][CH:14]=3)[CH:9]([CH:16]3[CH2:18][CH2:17]3)[O:8][C:6]=2[CH:7]=1)([CH3:32])([CH3:31])[CH3:30], predict the reactants needed to synthesize it. The reactants are: Cl[C:2]1[CH:3]=[CH:4][C:5]2[C:15]3[C:10](=[CH:11][N:12]=[CH:13][CH:14]=3)[CH:9]([CH:16]3[CH2:18][CH2:17]3)[O:8][C:6]=2[CH:7]=1.[OH:19][CH2:20][C@@H:21]([NH:26][C:27](=[O:33])[O:28][C:29]([CH3:32])([CH3:31])[CH3:30])[CH2:22][CH:23]([CH3:25])[CH3:24].C(=O)([O-])[O-].[Cs+].[Cs+].C(P(C(C)(C)C)C1C=CC=CC=1C1C(C(C)C)=CC(C(C)C)=CC=1C(C)C)(C)(C)C.